From a dataset of Full USPTO retrosynthesis dataset with 1.9M reactions from patents (1976-2016). Predict the reactants needed to synthesize the given product. (1) Given the product [CH3:15][O:16][C:17]([C:19]1[S:20][C:21]([CH3:33])=[C:22]([C:2]2[CH:3]=[N:4][N:5]3[CH:10]=[C:9]([O:11][CH:12]([F:14])[F:13])[CH:8]=[N:7][C:6]=23)[CH:23]=1)=[O:18], predict the reactants needed to synthesize it. The reactants are: Br[C:2]1[CH:3]=[N:4][N:5]2[CH:10]=[C:9]([O:11][CH:12]([F:14])[F:13])[CH:8]=[N:7][C:6]=12.[CH3:15][O:16][C:17]([C:19]1[S:20][C:21]([CH3:33])=[C:22](B2OC(C)(C)C(C)(C)O2)[CH:23]=1)=[O:18].C(=O)([O-])[O-].[Na+].[Na+]. (2) Given the product [F:34][C:25]1[CH:26]=[C:27]([NH:30][C:31](=[O:33])[CH3:32])[CH:28]=[CH:29][C:24]=1[S:23][C:17]1[CH:18]=[CH:19][C:20]([CH3:22])=[CH:21][C:16]=1[NH:15][C:2]1[C:3]2[C:8](=[N:7][C:6]([CH2:12][CH2:13][CH3:14])=[CH:5][CH:4]=2)[N:9]=[CH:10][CH:11]=1, predict the reactants needed to synthesize it. The reactants are: Cl[C:2]1[CH:11]=[CH:10][N:9]=[C:8]2[C:3]=1[CH:4]=[CH:5][C:6]([CH2:12][CH2:13][CH3:14])=[N:7]2.[NH2:15][C:16]1[CH:21]=[C:20]([CH3:22])[CH:19]=[CH:18][C:17]=1[S:23][C:24]1[CH:29]=[CH:28][C:27]([NH:30][C:31](=[O:33])[CH3:32])=[CH:26][C:25]=1[F:34]. (3) Given the product [CH3:32][S:33]([OH:36])(=[O:35])=[O:34].[CH:1]1([NH:4][CH2:5][C@@H:6]2[C@H:10]([F:11])[CH2:9][N:8]([C:12]3[C:21]([O:22][CH3:23])=[C:20]4[C:15]([C:16](=[O:30])[C:17]([C:27]([OH:29])=[O:28])=[CH:18][N:19]4[CH2:24][CH2:25][F:26])=[CH:14][C:13]=3[F:31])[CH2:7]2)[CH2:2][CH2:3]1, predict the reactants needed to synthesize it. The reactants are: [CH:1]1([NH:4][CH2:5][C@@H:6]2[C@H:10]([F:11])[CH2:9][N:8]([C:12]3[C:21]([O:22][CH3:23])=[C:20]4[C:15]([C:16](=[O:30])[C:17]([C:27]([OH:29])=[O:28])=[CH:18][N:19]4[CH2:24][CH2:25][F:26])=[CH:14][C:13]=3[F:31])[CH2:7]2)[CH2:3][CH2:2]1.[CH3:32][S:33]([OH:36])(=[O:35])=[O:34]. (4) Given the product [Cl:12][C:5]1[CH:6]=[C:7]([N+:9]([O-:11])=[O:10])[CH:8]=[C:3]([CH2:2][S:14][CH3:13])[CH:4]=1, predict the reactants needed to synthesize it. The reactants are: Br[CH2:2][C:3]1[CH:8]=[C:7]([N+:9]([O-:11])=[O:10])[CH:6]=[C:5]([Cl:12])[CH:4]=1.[CH3:13][S-:14].[Na+].C(OCC)(=O)C. (5) Given the product [Cl:1][C:2]1[N:7]=[C:6]([NH:8][CH:9]2[CH2:14][CH2:13][CH2:12][CH:11]([NH:15][S:16]([CH:19]3[CH2:20][CH2:21]3)(=[O:18])=[O:17])[CH2:10]2)[CH:5]=[C:4]([C:22]2[C:30]3[C:25](=[N:26][CH:27]=[C:28]([O:31][CH3:32])[CH:29]=3)[NH:24][CH:23]=2)[CH:3]=1, predict the reactants needed to synthesize it. The reactants are: [Cl:1][C:2]1[N:7]=[C:6]([NH:8][CH:9]2[CH2:14][CH2:13][CH2:12][CH:11]([NH:15][S:16]([CH:19]3[CH2:21][CH2:20]3)(=[O:18])=[O:17])[CH2:10]2)[CH:5]=[C:4]([C:22]2[C:30]3[C:25](=[N:26][CH:27]=[C:28]([O:31][CH3:32])[CH:29]=3)[N:24](S(C3C=CC=CC=3)(=O)=O)[CH:23]=2)[CH:3]=1.[OH-].[Na+]. (6) Given the product [CH:23]1([CH2:22][N:17]2[C:18](=[O:21])[NH:19][N:20]=[C:16]2[CH2:15][CH2:14][N:11]2[CH2:10][CH2:9][N:8]([C:4]3[CH:3]=[C:2]([NH:1][C:29](=[O:31])[CH3:30])[CH:7]=[CH:6][CH:5]=3)[CH2:13][CH2:12]2)[CH2:28][CH2:27][CH2:26][CH2:25][CH2:24]1, predict the reactants needed to synthesize it. The reactants are: [NH2:1][C:2]1[CH:3]=[C:4]([N:8]2[CH2:13][CH2:12][N:11]([CH2:14][CH2:15][C:16]3[N:17]([CH2:22][CH:23]4[CH2:28][CH2:27][CH2:26][CH2:25][CH2:24]4)[C:18](=[O:21])[NH:19][N:20]=3)[CH2:10][CH2:9]2)[CH:5]=[CH:6][CH:7]=1.[C:29](Cl)(=[O:31])[CH3:30]. (7) Given the product [CH2:19]([CH:16]1[CH2:17][CH2:18][N:13]([CH2:12][CH2:11][CH2:10][N:9]([CH2:8][C:7]2[CH:32]=[CH:33][CH:34]=[CH:35][C:6]=2[O:5][C:1]([CH3:4])([CH3:2])[CH3:3])[CH2:25][C:26]2[CH:31]=[CH:30][CH:29]=[CH:28][N:27]=2)[CH2:14][CH2:15]1)[C:24]1[CH:23]=[CH:22][CH:21]=[CH:20][CH:36]=1, predict the reactants needed to synthesize it. The reactants are: [C:1]([O:5][C:6]1[CH:35]=[CH:34][CH:33]=[CH:32][C:7]=1[CH2:8][N:9]([CH2:25][C:26]1[CH:31]=[CH:30][CH:29]=[CH:28][N:27]=1)[CH2:10][CH2:11][CH2:12][N:13]1[CH2:18][CH2:17][CH:16]([C:19]2[CH:24]=[CH:23][CH:22]=[CH:21][CH:20]=2)[CH2:15][CH2:14]1)([CH3:4])([CH3:3])[CH3:2].[CH2:36](C1CCNCC1)C1C=CC=CC=1.C(OC1C=CC=CC=1CN(CC1C=CC=CN=1)CCCCl)(C)(C)C.C([O-])([O-])=O.[K+].[K+]. (8) Given the product [C:44]([C:43]1[CH:47]=[C:39]([S:36]([N:17]2[CH2:16][CH2:15][S:14][CH:13]2[C:11]([O:10][C@H:9]([C:18]2[CH:23]=[CH:22][C:21]([O:24][CH:25]([F:27])[F:26])=[C:20]([O:28][CH2:29][CH:30]3[CH2:32][CH2:31]3)[CH:19]=2)[CH2:8][C:7]2[C:6]([Cl:33])=[CH:5][N+:4]([O-:34])=[CH:3][C:2]=2[Cl:1])=[O:12])(=[O:37])=[O:38])[CH:40]=[CH:41][C:42]=1[O:48][CH3:49])([OH:46])=[O:45], predict the reactants needed to synthesize it. The reactants are: [Cl:1][C:2]1[CH:3]=[N+:4]([O-:34])[CH:5]=[C:6]([Cl:33])[C:7]=1[CH2:8][C@@H:9]([C:18]1[CH:23]=[CH:22][C:21]([O:24][CH:25]([F:27])[F:26])=[C:20]([O:28][CH2:29][CH:30]2[CH2:32][CH2:31]2)[CH:19]=1)[O:10][C:11]([CH:13]1[NH:17][CH2:16][CH2:15][S:14]1)=[O:12].Cl[S:36]([C:39]1[CH:40]=[CH:41][C:42]([O:48][CH3:49])=[C:43]([CH:47]=1)[C:44]([OH:46])=[O:45])(=[O:38])=[O:37]. (9) Given the product [OH:34][CH2:33][C@@H:6]1[C@@H:5]([OH:4])[C@H:10]([OH:11])[C@H:9]([OH:15])[C@@H:8]([C:19]2[CH:20]=[CH:21][C:22]([C:47]3[CH:46]=[CH:45][C:44]([C:42]4[O:43][C:39]([CH3:38])=[N:40][N:41]=4)=[CH:49][CH:48]=3)=[CH:23][CH:24]=2)[O:7]1, predict the reactants needed to synthesize it. The reactants are: C([O:4][C@H:5]1[C@H:10]([O:11]C(=O)C)[C@H:9]([O:15]C(=O)C)[C@@H:8]([C:19]2[CH:24]=[CH:23][C:22](OS(C(F)(F)F)(=O)=O)=[CH:21][CH:20]=2)[O:7][C@@H:6]1[CH2:33][O:34]C(=O)C)(=O)C.[CH3:38][C:39]1[O:43][C:42]([C:44]2[CH:49]=[CH:48][C:47](B(O)O)=[CH:46][CH:45]=2)=[N:41][N:40]=1. (10) Given the product [CH3:16][O:11][C:10](=[O:12])[C:9]1[CH:13]=[CH:14][CH:15]=[C:7]([NH2:6])[CH:8]=1, predict the reactants needed to synthesize it. The reactants are: OS(O)(=O)=O.[NH2:6][C:7]1[CH:8]=[C:9]([CH:13]=[CH:14][CH:15]=1)[C:10]([OH:12])=[O:11].[CH3:16]O.